This data is from Forward reaction prediction with 1.9M reactions from USPTO patents (1976-2016). The task is: Predict the product of the given reaction. (1) Given the reactants [C:1]12([NH2:11])[CH2:10][CH:5]3[CH2:6][CH:7]([CH2:9][CH:3]([CH2:4]3)[CH2:2]1)[CH2:8]2.[F:12][C:13]1[CH:14]=[C:15]([CH:18]=[CH:19][C:20]=1[OH:21])[CH:16]=O, predict the reaction product. The product is: [C:1]12([NH:11][CH2:16][C:15]3[CH:18]=[CH:19][C:20]([OH:21])=[C:13]([F:12])[CH:14]=3)[CH2:8][CH:7]3[CH2:6][CH:5]([CH2:4][CH:3]([CH2:9]3)[CH2:2]1)[CH2:10]2. (2) Given the reactants [CH3:1][O:2][C:3]1[CH:8]=[C:7]([N:9]2[CH2:14][CH2:13][O:12][CH2:11][CH2:10]2)[C:6]([N+:15]([O-])=O)=[CH:5][C:4]=1[NH:18][C:19]1[N:24]=[C:23]([N:25]2[CH:29]=[C:28]([CH:30]=O)[C:27]([CH3:32])=[N:26]2)[C:22]([CH3:33])=[CH:21][N:20]=1.Cl.[NH:35]1[CH2:38][CH:37]([OH:39])[CH2:36]1, predict the reaction product. The product is: [OH:39][CH:37]1[CH2:38][N:35]([CH2:30][C:28]2[C:27]([CH3:32])=[N:26][N:25]([C:23]3[C:22]([CH3:33])=[CH:21][N:20]=[C:19]([NH:18][C:4]4[C:3]([O:2][CH3:1])=[CH:8][C:7]([N:9]5[CH2:14][CH2:13][O:12][CH2:11][CH2:10]5)=[C:6]([NH:15][C:3](=[O:2])[CH:4]=[CH2:5])[CH:5]=4)[N:24]=3)[CH:29]=2)[CH2:36]1.